Predict the product of the given reaction. From a dataset of Forward reaction prediction with 1.9M reactions from USPTO patents (1976-2016). (1) Given the reactants [F:1][C:2]1[CH:7]=[CH:6][C:5]([NH:8][C:9]2[N:17]=[C:16]3[C:12]([N:13]=[C:14]([C:19]4[CH:24]=[CH:23][N:22]=[C:21]([C:25](OCC)=[O:26])[CH:20]=4)[N:15]3[CH3:18])=[CH:11][N:10]=2)=[CH:4][CH:3]=1.[BH4-].[Na+], predict the reaction product. The product is: [F:1][C:2]1[CH:3]=[CH:4][C:5]([NH:8][C:9]2[N:17]=[C:16]3[C:12]([N:13]=[C:14]([C:19]4[CH:24]=[CH:23][N:22]=[C:21]([CH2:25][OH:26])[CH:20]=4)[N:15]3[CH3:18])=[CH:11][N:10]=2)=[CH:6][CH:7]=1. (2) Given the reactants [Br:1][C:2]1[CH:3]=[CH:4][C:5](=[O:11])[N:6]([CH:8]([F:10])[F:9])[CH:7]=1.[Br:12]Br, predict the reaction product. The product is: [Br:12][C:4]1[C:5](=[O:11])[N:6]([CH:8]([F:9])[F:10])[CH:7]=[C:2]([Br:1])[CH:3]=1. (3) Given the reactants C([O:4][C:5](=[O:52])[C@H:6]([CH2:25][C:26]1[CH:31]=[CH:30][C:29]([O:32][P:33]([CH2:42][C:43]2[CH:48]=[CH:47][CH:46]=[CH:45][CH:44]=2)([CH2:35][C:36]2[CH:41]=[CH:40][CH:39]=[CH:38][CH:37]=2)=[O:34])=[C:28]([N+:49]([O-:51])=[O:50])[CH:27]=1)[NH:7][C:8]([O:10][CH2:11][CH:12]1[C:24]2[C:19](=[CH:20][CH:21]=[CH:22][CH:23]=2)[C:18]2[C:13]1=[CH:14][CH:15]=[CH:16][CH:17]=2)=[O:9])C=C.CNC1C=CC=CC=1.CCOC(C)=O.OS([O-])(=O)=O.[K+], predict the reaction product. The product is: [C:8]([NH:7][C@H:6]([C:5]([OH:52])=[O:4])[CH2:25][C:26]1[CH:31]=[CH:30][C:29]([O:32][P:33]([CH2:35][C:36]2[CH:41]=[CH:40][CH:39]=[CH:38][CH:37]=2)([CH2:42][C:43]2[CH:44]=[CH:45][CH:46]=[CH:47][CH:48]=2)=[O:34])=[C:28]([N+:49]([O-:51])=[O:50])[CH:27]=1)([O:10][CH2:11][CH:12]1[C:24]2[C:19](=[CH:20][CH:21]=[CH:22][CH:23]=2)[C:18]2[C:13]1=[CH:14][CH:15]=[CH:16][CH:17]=2)=[O:9]. (4) The product is: [C:19]([C:3]1[N:4]=[CH:5][C:6]([NH:8][C@H:9]([C:13]2[CH:18]=[CH:17][CH:16]=[CH:15][CH:14]=2)[C:10]([NH2:12])=[O:11])=[N:7][C:2]=1[NH:21][C:22]1[CH:23]=[C:24]2[C:29](=[CH:30][CH:31]=1)[N:28]=[CH:27][CH:26]=[CH:25]2)#[N:20]. Given the reactants Cl[C:2]1[N:7]=[C:6]([NH:8][C@H:9]([C:13]2[CH:18]=[CH:17][CH:16]=[CH:15][CH:14]=2)[C:10]([NH2:12])=[O:11])[CH:5]=[N:4][C:3]=1[C:19]#[N:20].[NH2:21][C:22]1[CH:23]=[C:24]2[C:29](=[CH:30][CH:31]=1)[N:28]=[CH:27][CH:26]=[CH:25]2.C([O-])([O-])=O.[K+].[K+].C1C=CC(P(C2C(C3C(P(C4C=CC=CC=4)C4C=CC=CC=4)=CC=C4C=3C=CC=C4)=C3C(C=CC=C3)=CC=2)C2C=CC=CC=2)=CC=1, predict the reaction product.